From a dataset of Catalyst prediction with 721,799 reactions and 888 catalyst types from USPTO. Predict which catalyst facilitates the given reaction. (1) Reactant: [CH3:1][O:2][C:3]1[CH:8]=[CH:7][C:6]([S:9](Cl)(=[O:11])=[O:10])=[CH:5][C:4]=1[N:13]1[CH2:18][CH2:17][N:16](C(=O)C(F)(F)F)[CH2:15][CH2:14]1.[CH3:25][O:26][C:27]1[CH:32]=[CH:31][C:30]([Mg]Br)=[CH:29][CH:28]=1.[OH-].[Na+].O. Product: [CH3:25][O:26][C:27]1[CH:32]=[CH:31][C:30]([S:9]([C:6]2[CH:7]=[CH:8][C:3]([O:2][CH3:1])=[C:4]([N:13]3[CH2:14][CH2:15][NH:16][CH2:17][CH2:18]3)[CH:5]=2)(=[O:10])=[O:11])=[CH:29][CH:28]=1. The catalyst class is: 1. (2) Reactant: Cl[C:2]1[C:3]2[C:10]3[CH2:11][CH2:12][N:13]([C:15]([O:17][C:18]([CH3:21])([CH3:20])[CH3:19])=[O:16])[CH2:14][C:9]=3[S:8][C:4]=2[N:5]=[CH:6][N:7]=1.C([N:24]([CH2:27][CH3:28])CC)C.CO[CH2:31][CH2:32]O. Product: [C:32]1([C@H:27]([NH:24][C:2]2[C:3]3[C:10]4[CH2:11][CH2:12][N:13]([C:15]([O:17][C:18]([CH3:21])([CH3:20])[CH3:19])=[O:16])[CH2:14][C:9]=4[S:8][C:4]=3[N:5]=[CH:6][N:7]=2)[CH3:28])[CH:31]=[CH:9][CH:10]=[CH:3][CH:2]=1. The catalyst class is: 13. (3) Product: [Cl:26][C:10]1[CH:9]=[CH:8][CH:7]=[C:6]2[C:11]=1[C:12](=[O:25])[N:13]([CH2:14][CH2:15][CH2:16][NH:17][C:18](=[O:24])[O:19][C:20]([CH3:22])([CH3:21])[CH3:23])[C:4]([C@@H:2]([NH:1][C:36]([C:29]1[C:28]([NH2:27])=[N:33][C:32]([NH2:34])=[C:31]([Br:35])[N:30]=1)=[O:37])[CH3:3])=[N:5]2. Reactant: [NH2:1][C@H:2]([C:4]1[N:13]([CH2:14][CH2:15][CH2:16][NH:17][C:18](=[O:24])[O:19][C:20]([CH3:23])([CH3:22])[CH3:21])[C:12](=[O:25])[C:11]2[C:6](=[CH:7][CH:8]=[CH:9][C:10]=2[Cl:26])[N:5]=1)[CH3:3].[NH2:27][C:28]1[C:29]([C:36](O)=[O:37])=[N:30][C:31]([Br:35])=[C:32]([NH2:34])[N:33]=1.CN(C(ON1N=NC2C=CC=NC1=2)=[N+](C)C)C.F[P-](F)(F)(F)(F)F.CCN(C(C)C)C(C)C. The catalyst class is: 2. (4) Reactant: [Cl:1][C:2]1[CH:7]=[CH:6][CH:5]=[C:4]([Cl:8])[C:3]=1[N:9]1[C:14](S(CC)=O)=[C:13]([C:19](=[O:27])[C:20]2[CH:25]=[CH:24][C:23]([F:26])=[CH:22][CH:21]=2)[CH:12]=[CH:11][C:10]1=[O:28].N.C([N:32](CC)CC)C. Product: [NH2:32][C:14]1[N:9]([C:3]2[C:2]([Cl:1])=[CH:7][CH:6]=[CH:5][C:4]=2[Cl:8])[C:10](=[O:28])[CH:11]=[CH:12][C:13]=1[C:19](=[O:27])[C:20]1[CH:25]=[CH:24][C:23]([F:26])=[CH:22][CH:21]=1. The catalyst class is: 376.